Task: Predict the product of the given reaction.. Dataset: Forward reaction prediction with 1.9M reactions from USPTO patents (1976-2016) (1) Given the reactants [CH:1]1([NH:6][C:7]2[C:12]([CH3:13])=[C:11]([CH3:14])[N:10]=[C:9]([NH:15][CH2:16][C:17]3[CH:22]=[CH:21][CH:20]=[CH:19][N:18]=3)[N:8]=2)[CH2:5][CH2:4][CH2:3][CH2:2]1.[CH:23]1(CN)CCCC[CH2:24]1, predict the reaction product. The product is: [CH:5]1([CH2:1][NH:6][C:7]2[C:12]([CH3:13])=[C:11]([CH3:14])[N:10]=[C:9]([NH:15][CH2:16][C:17]3[CH:22]=[CH:21][CH:20]=[CH:19][N:18]=3)[N:8]=2)[CH2:4][CH2:3][CH2:2][CH2:24][CH2:23]1. (2) The product is: [CH3:52][C:49]1[O:48][C:47]([C:43]2[N:44]=[C:45]([NH2:46])[C:40]3[CH:39]=[C:38]([CH:31]=[CH2:32])[S:53][C:41]=3[N:42]=2)=[CH:51][CH:50]=1. Given the reactants C(OB(C=C)OCCCC)CCC.BrC1SC2N=C(C3OC(C)=CC=3)N=C(N)C=2C=1.[CH2:31]([C:38]1[S:53][C:41]2[N:42]=[C:43]([C:47]3[O:48][C:49]([CH3:52])=[CH:50][CH:51]=3)[N:44]=[C:45]([NH2:46])[C:40]=2[CH:39]=1)[C:32]1C=CC=CC=1.C([O-])([O-])=O.[K+].[K+], predict the reaction product. (3) Given the reactants [F:1][C:2]1[CH:7]=[C:6]([Br:8])[CH:5]=[C:4]([F:9])[C:3]=1[N:10]=[C:11]=[O:12].[Br:13][C:14]1[CH:15]=[C:16]2[C:20](=[CH:21][CH:22]=1)[CH2:19][NH:18][CH2:17]2, predict the reaction product. The product is: [Br:13][C:14]1[CH:15]=[C:16]2[C:20](=[CH:21][CH:22]=1)[CH2:19][N:18]([C:11]([NH:10][C:3]1[C:2]([F:1])=[CH:7][C:6]([Br:8])=[CH:5][C:4]=1[F:9])=[O:12])[CH2:17]2. (4) Given the reactants Br[C:2]1[CH:7]=[C:6]([F:8])[CH:5]=[CH:4][C:3]=1[S:9]([NH:12][C:13]1[C:26]([C:27]([O:29][CH3:30])=[O:28])=[C:25]2[C:16]([C:17]3[CH:18]=[CH:19][N:20]=[N:21][C:22]=3[CH2:23][O:24]2)=[CH:15][CH:14]=1)(=[O:11])=[O:10].[CH2:31]([N:33]([CH2:50][CH3:51])[CH2:34]/[CH:35]=[CH:36]\[Sn](CCCC)(CCCC)CCCC)[CH3:32].F[B-](F)(F)F.C([PH+](C(C)(C)C)C(C)(C)C)(C)(C)C, predict the reaction product. The product is: [CH2:31]([N:33]([CH2:50][CH3:51])[CH2:34]/[CH:35]=[CH:36]\[C:2]1[CH:7]=[C:6]([F:8])[CH:5]=[CH:4][C:3]=1[S:9]([NH:12][C:13]1[C:26]([C:27]([O:29][CH3:30])=[O:28])=[C:25]2[C:16]([C:17]3[CH:18]=[CH:19][N:20]=[N:21][C:22]=3[CH2:23][O:24]2)=[CH:15][CH:14]=1)(=[O:11])=[O:10])[CH3:32]. (5) Given the reactants [CH3:1][C:2]1([CH3:44])[N:6]([CH2:7][CH2:8][CH2:9][CH2:10][CH2:11][CH2:12][CH2:13][CH2:14][CH2:15][S:16]([CH2:19][CH2:20][CH2:21][C:22]([F:28])([F:27])[C:23]([F:26])([F:25])[F:24])(=[O:18])=[O:17])[C:5](=[O:29])[N:4]([C:30]2[CH:35]=[CH:34][C:33]([N+:36]([O-])=O)=[C:32]([C:39](F)(F)F)[CH:31]=2)[C:3]1=[O:43].CC1(C)C(=O)N(C2C=CC([NH:58][S:59](N)(=[O:61])=[O:60])=C(C)C=2)C(=O)N1CCCCCCCCCS(CCCC(F)(F)C(F)(F)F)=O, predict the reaction product. The product is: [CH3:44][C:2]1([CH3:1])[C:3](=[O:43])[N:4]([C:30]2[CH:35]=[CH:34][C:33]([NH:36][S:59]([NH2:58])(=[O:61])=[O:60])=[C:32]([CH3:39])[CH:31]=2)[C:5](=[O:29])[N:6]1[CH2:7][CH2:8][CH2:9][CH2:10][CH2:11][CH2:12][CH2:13][CH2:14][CH2:15][S:16]([CH2:19][CH2:20][CH2:21][C:22]([F:28])([F:27])[C:23]([F:26])([F:24])[F:25])(=[O:18])=[O:17]. (6) Given the reactants [Cl:1][C:2]1[C:15]([CH2:16][N:17]2[CH2:37][CH2:36][C:20]3([O:25][CH2:24][CH2:23][N:22]([C:26]([C:28]4[N:29]=[C:30]([CH:33]([CH3:35])[CH3:34])[S:31][CH:32]=4)=[O:27])[CH2:21]3)[CH2:19][CH2:18]2)=[CH:14][CH:13]=[CH:12][C:3]=1[CH2:4][CH2:5][O:6][CH2:7][CH2:8][C:9](O)=[O:10].[CH3:38][O:39][CH:40]([O:49][CH3:50])[CH2:41][NH:42][CH:43]1[CH2:48][CH2:47][CH2:46][CH2:45][CH2:44]1, predict the reaction product. The product is: [Cl:1][C:2]1[C:15]([CH2:16][N:17]2[CH2:18][CH2:19][C:20]3([O:25][CH2:24][CH2:23][N:22]([C:26]([C:28]4[N:29]=[C:30]([CH:33]([CH3:34])[CH3:35])[S:31][CH:32]=4)=[O:27])[CH2:21]3)[CH2:36][CH2:37]2)=[CH:14][CH:13]=[CH:12][C:3]=1[CH2:4][CH2:5][O:6][CH2:7][CH2:8][C:9]([N:42]([CH:43]1[CH2:48][CH2:47][CH2:46][CH2:45][CH2:44]1)[CH2:41][CH:40]([O:49][CH3:50])[O:39][CH3:38])=[O:10]. (7) Given the reactants [F:1][C:2]([F:29])([F:28])[O:3][C:4]1[CH:9]=[CH:8][C:7]([N:10]2[CH:14]=[N:13][C:12]([C:15]3[CH:20]=[CH:19][C:18](/[CH:21]=[CH:22]/[C:23]([O:25]CC)=[O:24])=[CH:17][CH:16]=3)=[N:11]2)=[CH:6][CH:5]=1.[OH-].[Na+].Cl, predict the reaction product. The product is: [F:29][C:2]([F:1])([F:28])[O:3][C:4]1[CH:9]=[CH:8][C:7]([N:10]2[CH:14]=[N:13][C:12]([C:15]3[CH:20]=[CH:19][C:18](/[CH:21]=[CH:22]/[C:23]([OH:25])=[O:24])=[CH:17][CH:16]=3)=[N:11]2)=[CH:6][CH:5]=1.